Dataset: Forward reaction prediction with 1.9M reactions from USPTO patents (1976-2016). Task: Predict the product of the given reaction. (1) Given the reactants [N:1]1([CH2:7][C:8]2[CH:13]=[CH:12][C:11]([NH:14][C:15]([C:17]3[C:21]([NH2:22])=[CH:20][NH:19][N:18]=3)=[O:16])=[CH:10][CH:9]=2)[CH2:6][CH2:5][O:4][CH2:3][CH2:2]1.Cl[C:24]1[C:29]2[CH:30]=[CH:31][O:32][C:28]=2[CH:27]=[CH:26][N:25]=1, predict the reaction product. The product is: [O:32]1[C:28]2[CH:27]=[CH:26][N:25]=[C:24]([NH:22][C:21]3[C:17]([C:15]([NH:14][C:11]4[CH:12]=[CH:13][C:8]([CH2:7][N:1]5[CH2:6][CH2:5][O:4][CH2:3][CH2:2]5)=[CH:9][CH:10]=4)=[O:16])=[N:18][NH:19][CH:20]=3)[C:29]=2[CH:30]=[CH:31]1. (2) Given the reactants [NH:1]=[C:2]([NH:10][OH:11])[C:3]1[CH:8]=[CH:7][C:6]([Br:9])=[CH:5][N:4]=1.[C:12](OC(=O)C)(=O)[CH3:13], predict the reaction product. The product is: [CH3:12][C:13]1[O:11][N:10]=[C:2]([C:3]2[CH:8]=[CH:7][C:6]([Br:9])=[CH:5][N:4]=2)[N:1]=1. (3) The product is: [O:25]1[CH2:22][C@H:23]1[CH2:24][O:14][C:4]1[C:5]2[C:6]3[C:11](=[CH:10][CH:9]=[CH:8][CH:7]=3)[NH:12][C:13]=2[CH:1]=[CH:2][CH:3]=1. Given the reactants [CH:1]1[C:13]2[NH:12][C:11]3[C:6](=[CH:7][CH:8]=[CH:9][CH:10]=3)[C:5]=2[C:4]([OH:14])=[CH:3][CH:2]=1.C(=O)([O-])[O-].[K+].[K+].C[C:22](=[O:25])[CH2:23][CH3:24], predict the reaction product. (4) Given the reactants [CH:1]1[C:13]2[CH:12]([CH2:14][O:15][C:16]([N:18]3[CH2:23][C@@H:22]([C:24](=[O:53])[NH:25][CH2:26][C:27]4([CH2:41][CH2:42][CH2:43][CH2:44][O:45][Si:46]([C:49]([CH3:52])([CH3:51])[CH3:50])([CH3:48])[CH3:47])[C:40]5[CH:39]=[CH:38][CH:37]=[CH:36][C:35]=5[O:34][C:33]5[C:28]4=[CH:29][CH:30]=[CH:31][CH:32]=5)[CH2:21][C@@H:20]([NH:54]C(OC(C)(C)C)=O)[CH2:19]3)=[O:17])[C:11]3[C:6](=[CH:7][CH:8]=[CH:9][CH:10]=3)[C:5]=2[CH:4]=[CH:3][CH:2]=1.N1C(C)=CC=CC=1C.[Si](OS(C(F)(F)F)(=O)=O)(C)(C)C.C([O-])(O)=O.[Na+], predict the reaction product. The product is: [CH:1]1[C:13]2[CH:12]([CH2:14][O:15][C:16]([N:18]3[CH2:23][C@@H:22]([C:24](=[O:53])[NH:25][CH2:26][C:27]4([CH2:41][CH2:42][CH2:43][CH2:44][O:45][Si:46]([C:49]([CH3:50])([CH3:51])[CH3:52])([CH3:48])[CH3:47])[C:40]5[CH:39]=[CH:38][CH:37]=[CH:36][C:35]=5[O:34][C:33]5[C:28]4=[CH:29][CH:30]=[CH:31][CH:32]=5)[CH2:21][C@@H:20]([NH2:54])[CH2:19]3)=[O:17])[C:11]3[C:6](=[CH:7][CH:8]=[CH:9][CH:10]=3)[C:5]=2[CH:4]=[CH:3][CH:2]=1. (5) Given the reactants [CH3:1][O:2][C:3]([CH:5]1[CH2:9][CH:8]([CH2:10][O:11][CH3:12])[CH2:7][N:6]1[C:13]([O:15][C:16]([CH3:19])([CH3:18])[CH3:17])=[O:14])=[O:4].[Li+].[OH-].Cl.BrC[C:25]([C:27]1[CH:32]=[CH:31][C:30]([Br:33])=[CH:29][CH:28]=1)=[O:26].C(N(CC)CC)C, predict the reaction product. The product is: [C:16]([O:15][C:13]([N:6]1[CH2:7][CH:8]([CH2:10][O:11][CH3:12])[CH2:9][CH:5]1[C:3]([O:2][CH2:1][C:25]([C:27]1[CH:32]=[CH:31][C:30]([Br:33])=[CH:29][CH:28]=1)=[O:26])=[O:4])=[O:14])([CH3:19])([CH3:18])[CH3:17]. (6) The product is: [OH:18][CH:19]([CH2:41][O:42][P:43]([OH:45])([OH:46])=[O:44])[CH2:20][O:21][C:22](=[O:40])[CH2:23][CH2:24][CH2:25][CH2:26][CH2:27][CH2:28][CH2:29]/[CH:30]=[CH:31]\[CH2:32][CH2:33][CH2:34][CH2:35][CH2:36][CH2:37][CH2:38][CH3:39]. Given the reactants [Si]([O:18][CH:19]([CH2:41][O:42][P:43]([OH:46])([OH:45])=[O:44])[CH2:20][O:21][C:22](=[O:40])[CH2:23][CH2:24][CH2:25][CH2:26][CH2:27][CH2:28][CH2:29]/[CH:30]=[CH:31]\[CH2:32][CH2:33][CH2:34][CH2:35][CH2:36][CH2:37][CH2:38][CH3:39])(C(C)(C)C)(C1C=CC=CC=1)C1C=CC=CC=1.[OH-].[Na+], predict the reaction product.